From a dataset of Reaction yield outcomes from USPTO patents with 853,638 reactions. Predict the reaction yield, written as a fraction of the theoretical maximum amount of product (1.0 means a 100% yield; for example, 0.34 means a 34% yield). (1) The reactants are CN(C)C=O.[H-].[Na+].[Cl:8][C:9]1[CH:14]=[C:13]([O:15][C:16]2[C:25]3[C:20](=[CH:21][C:22]([O:28][CH3:29])=[C:23]([O:26][CH3:27])[CH:24]=3)[N:19]=[CH:18][N:17]=2)[CH:12]=[CH:11][C:10]=1[NH:30][C:31](=[O:41])[O:32][CH2:33][C:34]1[CH:39]=[CH:38][CH:37]=[CH:36][C:35]=1[Cl:40].[CH2:42](I)[CH3:43]. The catalyst is O. The product is [Cl:8][C:9]1[CH:14]=[C:13]([O:15][C:16]2[C:25]3[C:20](=[CH:21][C:22]([O:28][CH3:29])=[C:23]([O:26][CH3:27])[CH:24]=3)[N:19]=[CH:18][N:17]=2)[CH:12]=[CH:11][C:10]=1[N:30]([CH2:42][CH3:43])[C:31](=[O:41])[O:32][CH2:33][C:34]1[CH:39]=[CH:38][CH:37]=[CH:36][C:35]=1[Cl:40]. The yield is 1.00. (2) The reactants are [C:1]([O:5][C:6](=[O:17])[NH:7][CH2:8][C@H:9]1[CH2:14][CH2:13][C@H:12]([CH2:15][OH:16])[CH2:11][CH2:10]1)([CH3:4])([CH3:3])[CH3:2].[H-].[Al+3].[Li+].[H-].[H-].[H-].[C:24](OC(OC(OC(C)(C)C)=O)=O)(C)(C)C.O. The catalyst is O1CCCC1.C(OCC)(=O)C.CO.C(N(CC)CC)C. The product is [C:1]([O:5][C:6](=[O:17])[N:7]([CH2:8][C@H:9]1[CH2:10][CH2:11][C@H:12]([CH2:15][OH:16])[CH2:13][CH2:14]1)[CH3:24])([CH3:4])([CH3:2])[CH3:3]. The yield is 0.820. (3) The reactants are [Cl:1][C:2]1[CH:7]=[CH:6][C:5]([C:8]2([CH3:34])[C:12]([C:14]3[CH:19]=[CH:18][C:17]([Cl:20])=[CH:16][CH:15]=3)([CH3:13])[NH:11][C:10]([C:21]3[CH:26]=[CH:25][C:24](C(C)(C)C)=[CH:23][C:22]=3[O:31][CH2:32][CH3:33])=[N:9]2)=[CH:4][CH:3]=1.C[Al](C)C.C(OC(=O)C1C=CC([Br:49])=CC=1OCC)C.C(OCC)(=O)C. The catalyst is C1(C)C=CC=CC=1. The product is [Br:49][C:24]1[CH:25]=[CH:26][C:21]([C:10]2[NH:11][C:12]([C:14]3[CH:19]=[CH:18][C:17]([Cl:20])=[CH:16][CH:15]=3)([CH3:13])[C:8]([C:5]3[CH:6]=[CH:7][C:2]([Cl:1])=[CH:3][CH:4]=3)([CH3:34])[N:9]=2)=[C:22]([O:31][CH2:32][CH3:33])[CH:23]=1. The yield is 0.650. (4) The reactants are [CH:1]1([C:4]2[O:8][N:7]=[C:6]([C:9]3[CH:14]=[CH:13][CH:12]=[CH:11][CH:10]=3)[C:5]=2[C:15](=[O:17])[CH3:16])[CH2:3][CH2:2]1.[Br:18]Br. The catalyst is C(Cl)(Cl)(Cl)Cl.CC(O)=O. The product is [Br:18][CH2:16][C:15]([C:5]1[C:6]([C:9]2[CH:10]=[CH:11][CH:12]=[CH:13][CH:14]=2)=[N:7][O:8][C:4]=1[CH:1]1[CH2:3][CH2:2]1)=[O:17]. The yield is 0.950.